Dataset: Peptide-MHC class II binding affinity with 134,281 pairs from IEDB. Task: Regression. Given a peptide amino acid sequence and an MHC pseudo amino acid sequence, predict their binding affinity value. This is MHC class II binding data. The peptide sequence is SEELRSLYNTVATLYCVHQ. The MHC is HLA-DPA10103-DPB10401 with pseudo-sequence HLA-DPA10103-DPB10401. The binding affinity (normalized) is 0.493.